From a dataset of Reaction yield outcomes from USPTO patents with 853,638 reactions. Predict the reaction yield, written as a fraction of the theoretical maximum amount of product (1.0 means a 100% yield; for example, 0.34 means a 34% yield). (1) The reactants are [Cl:1][C:2]1[CH:24]=[CH:23][C:5]([CH2:6][N:7]2[C:11]([CH2:12][CH2:13][C:14](OCC)=[O:15])=[CH:10][C:9]([O:19][CH:20]([CH3:22])[CH3:21])=[N:8]2)=[C:4]([O:25][CH3:26])[CH:3]=1.[H-].C([Al+]CC(C)C)C(C)C.[Cl-].[NH4+]. The catalyst is O1CCCC1.C1(C)C=CC=CC=1. The product is [Cl:1][C:2]1[CH:24]=[CH:23][C:5]([CH2:6][N:7]2[C:11]([CH2:12][CH2:13][CH2:14][OH:15])=[CH:10][C:9]([O:19][CH:20]([CH3:22])[CH3:21])=[N:8]2)=[C:4]([O:25][CH3:26])[CH:3]=1. The yield is 0.950. (2) The reactants are [Cl:1][C:2]1[CH:10]=[CH:9][CH:8]=[C:7]2[C:3]=1[CH:4]([C:22]1[C:27]([OH:28])=[CH:26][CH:25]=[C:24]([O:29][CH3:30])[N:23]=1)[C:5](=[O:21])[N:6]2[CH2:11][C:12]1[O:13][C:14]([C:17]([F:20])([F:19])[F:18])=[CH:15][CH:16]=1.[CH2:31]=[O:32].[OH-].[Na+]. The catalyst is O.O1CCCC1.O. The product is [Cl:1][C:2]1[CH:10]=[CH:9][CH:8]=[C:7]2[C:3]=1[C:4]([C:22]1[C:27]([OH:28])=[CH:26][CH:25]=[C:24]([O:29][CH3:30])[N:23]=1)([CH2:31][OH:32])[C:5](=[O:21])[N:6]2[CH2:11][C:12]1[O:13][C:14]([C:17]([F:19])([F:20])[F:18])=[CH:15][CH:16]=1. The yield is 0.940. (3) The reactants are Cl.[C:2]1([N:8]2[CH2:13][CH2:12][NH:11][CH2:10][CH2:9]2)[CH:7]=[CH:6][CH:5]=[CH:4][CH:3]=1.[I-].C(C[P+](C)(C)C)#N.O[CH2:23][C:24]1[CH:33]=[N:32][C:31]2[N:30]3[CH2:34][CH2:35][CH2:36][C@H:29]3[C:28](=[O:37])[NH:27][C:26]=2[CH:25]=1.CCN(C(C)C)C(C)C. The catalyst is C(#N)CC. The product is [C:2]1([N:8]2[CH2:13][CH2:12][N:11]([CH2:23][C:24]3[CH:33]=[N:32][C:31]4[N:30]5[CH2:34][CH2:35][CH2:36][C@H:29]5[C:28](=[O:37])[NH:27][C:26]=4[CH:25]=3)[CH2:10][CH2:9]2)[CH:7]=[CH:6][CH:5]=[CH:4][CH:3]=1. The yield is 0.230. (4) The reactants are F[C:2]1[CH:10]=[C:9]([CH3:11])[C:5]([C:6]([OH:8])=[O:7])=[CH:4][N:3]=1.[F:12][CH:13]([F:16])[CH2:14][OH:15]. No catalyst specified. The product is [F:12][CH:13]([F:16])[CH2:14][O:15][C:2]1[CH:10]=[C:9]([CH3:11])[C:5]([C:6]([OH:8])=[O:7])=[CH:4][N:3]=1. The yield is 0.870.